Dataset: Catalyst prediction with 721,799 reactions and 888 catalyst types from USPTO. Task: Predict which catalyst facilitates the given reaction. (1) Reactant: [Br:1][C:2]1[CH:3]=[N:4][CH:5]=[CH:6][C:7]=1[N:8]1[CH2:13][CH2:12][CH:11]([C:14]([NH2:16])=[O:15])[CH2:10][CH2:9]1.[Cl:17]N1C(=O)CCC1=O.ClC1C=NC=C(Cl)C=1N1CCC(C(N)=O)CC1. Product: [Br:1][C:2]1[CH:3]=[N:4][CH:5]=[C:6]([Cl:17])[C:7]=1[N:8]1[CH2:13][CH2:12][CH:11]([C:14]([NH2:16])=[O:15])[CH2:10][CH2:9]1. The catalyst class is: 3. (2) Reactant: [C:1]([O:5][C:6]([N:8]1[CH2:13][CH2:12][CH:11]([CH2:14][CH:15]([C:31](OCC)=[O:32])[N:16]2[CH2:21][CH2:20][CH:19]([C:22]3[C:30]4[C:25](=[CH:26][CH:27]=[CH:28][CH:29]=4)[NH:24][CH:23]=3)[CH2:18][CH2:17]2)[CH2:10][CH2:9]1)=[O:7])([CH3:4])([CH3:3])[CH3:2].[H-].[Al+3].[Li+].[H-].[H-].[H-].CO.N. Product: [C:1]([O:5][C:6]([N:8]1[CH2:9][CH2:10][CH:11]([CH2:14][CH:15]([N:16]2[CH2:21][CH2:20][CH:19]([C:22]3[C:30]4[C:25](=[CH:26][CH:27]=[CH:28][CH:29]=4)[NH:24][CH:23]=3)[CH2:18][CH2:17]2)[CH2:31][OH:32])[CH2:12][CH2:13]1)=[O:7])([CH3:4])([CH3:2])[CH3:3]. The catalyst class is: 76.